Dataset: Full USPTO retrosynthesis dataset with 1.9M reactions from patents (1976-2016). Task: Predict the reactants needed to synthesize the given product. (1) Given the product [Cl:19][C:20]1[CH:25]=[CH:24][C:23]([S:26]([N:29]([C:33]2[CH:38]=[C:37]([Cl:39])[CH:36]=[CH:35][C:34]=2[CH:40]([OH:41])[C:10]2[CH:11]=[CH:12][N:13]=[C:14]3[N:6]([Si:5]([C:1]([CH3:4])([CH3:3])[CH3:2])([CH3:17])[CH3:16])[CH:7]=[CH:8][C:9]=23)[CH2:30][O:31][CH3:32])(=[O:27])=[O:28])=[CH:22][C:21]=1[C:42]([F:44])([F:45])[F:43], predict the reactants needed to synthesize it. The reactants are: [C:1]([Si:5]([CH3:17])([CH3:16])[N:6]1[C:10]2=[CH:11][CH:12]=[N:13][C:14](I)=[C:9]2[CH:8]=[CH:7]1)([CH3:4])([CH3:3])[CH3:2].[Cl-].[Cl:19][C:20]1[CH:25]=[CH:24][C:23]([S:26]([N:29]([C:33]2[CH:38]=[C:37]([Cl:39])[CH:36]=[CH:35][C:34]=2[CH:40]=[O:41])[CH2:30][O:31][CH3:32])(=[O:28])=[O:27])=[CH:22][C:21]=1[C:42]([F:45])([F:44])[F:43]. (2) Given the product [NH:12]1[C:11]2[CH:10]=[CH:9][C:8]([C:13]3[O:14][C:15]4[C:20]([C:21](=[O:23])[CH:22]=3)=[CH:19][CH:18]=[C:17]([O:24][CH3:25])[C:16]=4[O:26][CH3:27])=[CH:7][C:6]=2[N:5]=[N:1]1, predict the reactants needed to synthesize it. The reactants are: [N:1]([O-])=O.[Na+].[NH2:5][C:6]1[CH:7]=[C:8]([C:13]2[O:14][C:15]3[C:20]([C:21](=[O:23])[CH:22]=2)=[CH:19][CH:18]=[C:17]([O:24][CH3:25])[C:16]=3[O:26][CH3:27])[CH:9]=[CH:10][C:11]=1[NH2:12]. (3) Given the product [C:1]1([O:7][C:8](=[O:9])[NH:17][CH2:18][CH2:19][C:20]2[C:28]3[C:23](=[CH:24][CH:25]=[CH:26][CH:27]=3)[NH:22][CH:21]=2)[CH:6]=[CH:5][CH:4]=[CH:3][CH:2]=1, predict the reactants needed to synthesize it. The reactants are: [C:1]1([O:7][C:8](Cl)=[O:9])[CH:6]=[CH:5][CH:4]=[CH:3][CH:2]=1.N1C=CC=CC=1.[NH2:17][CH2:18][CH2:19][C:20]1[C:28]2[C:23](=[CH:24][CH:25]=[CH:26][CH:27]=2)[NH:22][CH:21]=1. (4) Given the product [C:21]([O:24][C:25]([N:2]1[CH2:3][CH2:4][C:5]([CH2:8][CH2:9][C:10]([O:12][CH3:13])=[O:11])([CH2:14][CH2:15][C:16]([O:18][CH3:19])=[O:17])[CH2:6][CH2:7]1)=[O:26])([CH3:23])([CH3:22])[CH3:20], predict the reactants needed to synthesize it. The reactants are: Cl.[NH:2]1[CH2:7][CH2:6][C:5]([CH2:14][CH2:15][C:16]([O:18][CH3:19])=[O:17])([CH2:8][CH2:9][C:10]([O:12][CH3:13])=[O:11])[CH2:4][CH2:3]1.[CH3:20][C:21]([O:24][C:25](O[C:25]([O:24][C:21]([CH3:23])([CH3:22])[CH3:20])=[O:26])=[O:26])([CH3:23])[CH3:22]. (5) Given the product [O:1]1[CH2:6][CH2:5][N:4]([C:7]2[CH:12]=[CH:11][C:10]([C:13]3[N:22]=[C:21]([O:23][C:24]4[CH:32]=[CH:31][C:27]([C:28]([NH2:34])=[O:29])=[CH:26][CH:25]=4)[C:20]4[C:15](=[N:16][CH:17]=[CH:18][N:19]=4)[CH:14]=3)=[CH:9][CH:8]=2)[CH2:3][CH2:2]1, predict the reactants needed to synthesize it. The reactants are: [O:1]1[CH2:6][CH2:5][N:4]([C:7]2[CH:12]=[CH:11][C:10]([C:13]3[N:22]=[C:21]([O:23][C:24]4[CH:32]=[CH:31][C:27]([C:28](O)=[O:29])=[CH:26][CH:25]=4)[C:20]4[C:15](=[N:16][CH:17]=[CH:18][N:19]=4)[CH:14]=3)=[CH:9][CH:8]=2)[CH2:3][CH2:2]1.C[N:34](C(ON1N=NC2C=CC=NC1=2)=[N+](C)C)C.F[P-](F)(F)(F)(F)F.CCN(C(C)C)C(C)C.[NH4+].[Cl-]. (6) The reactants are: C(Cl)(=O)C(Cl)=O.[CH:7]1([C:13]([CH3:17])([CH3:16])[CH2:14][OH:15])[CH2:12][CH2:11][CH2:10][CH2:9][CH2:8]1.C(N(CC)CC)C. Given the product [CH:7]1([C:13]([CH3:17])([CH3:16])[CH:14]=[O:15])[CH2:12][CH2:11][CH2:10][CH2:9][CH2:8]1, predict the reactants needed to synthesize it.